Task: Regression. Given a peptide amino acid sequence and an MHC pseudo amino acid sequence, predict their binding affinity value. This is MHC class I binding data.. Dataset: Peptide-MHC class I binding affinity with 185,985 pairs from IEDB/IMGT The peptide sequence is AENCYNLEI. The MHC is HLA-A26:01 with pseudo-sequence HLA-A26:01. The binding affinity (normalized) is 0.0847.